The task is: Predict which catalyst facilitates the given reaction.. This data is from Catalyst prediction with 721,799 reactions and 888 catalyst types from USPTO. (1) Reactant: [C:1]([O:5][C:6]([N:8]1[CH2:13][CH2:12][CH:11]([OH:14])[CH2:10][CH2:9]1)=[O:7])([CH3:4])([CH3:3])[CH3:2].[Br:15][CH2:16][CH2:17][CH2:18][CH2:19]Br.[H-].[Na+].[NH4+].[Cl-]. Product: [C:1]([O:5][C:6]([N:8]1[CH2:13][CH2:12][CH:11]([O:14][CH2:19][CH2:18][CH2:17][CH2:16][Br:15])[CH2:10][CH2:9]1)=[O:7])([CH3:4])([CH3:2])[CH3:3]. The catalyst class is: 215. (2) Reactant: [NH2:1][C:2]1([C:14]([O:16][CH3:17])=[O:15])[CH2:7][CH2:6][C:5]([O:12][CH3:13])([C:8]([F:11])([F:10])[F:9])[CH2:4][CH2:3]1.C(N(CC)CC)C.[Cl:25][C:26]1[CH:31]=[CH:30][C:29]([C:32]2[CH:37]=[CH:36][C:35]([CH3:38])=[C:34]([CH2:39][C:40](Cl)=[O:41])[CH:33]=2)=[CH:28][CH:27]=1. Product: [Cl:25][C:26]1[CH:27]=[CH:28][C:29]([C:32]2[CH:37]=[CH:36][C:35]([CH3:38])=[C:34]([CH2:39][C:40]([NH:1][C:2]3([C:14]([O:16][CH3:17])=[O:15])[CH2:3][CH2:4][C:5]([O:12][CH3:13])([C:8]([F:11])([F:10])[F:9])[CH2:6][CH2:7]3)=[O:41])[CH:33]=2)=[CH:30][CH:31]=1. The catalyst class is: 4. (3) Product: [C:18]1([CH2:17][CH2:16][NH:1][C@H:2]2[CH2:7][CH2:6][CH2:5][N:4]([C:8]([O:10][C:11]([CH3:14])([CH3:13])[CH3:12])=[O:9])[CH2:3]2)[CH:23]=[CH:22][CH:21]=[CH:20][CH:19]=1. The catalyst class is: 3. Reactant: [NH2:1][C@H:2]1[CH2:7][CH2:6][CH2:5][N:4]([C:8]([O:10][C:11]([CH3:14])([CH3:13])[CH3:12])=[O:9])[CH2:3]1.Br[CH2:16][CH2:17][C:18]1[CH:23]=[CH:22][CH:21]=[CH:20][CH:19]=1.C(=O)([O-])[O-].[K+].[K+]. (4) The catalyst class is: 12. Product: [CH:41]([C:44]1[CH:49]=[CH:48][C:47]([NH:50][C:51](=[O:8])[OH:52])=[CH:46][CH:45]=1)([CH3:43])[CH3:42]. Reactant: N1CCCC(C[OH:8])C1.ClC1C2C(=CC(OC)=C(OC)C=2)N=CN=1.N1CCC(O)C1.ClC1C2C(=CC=CC=2)N=CC=1.[CH:41]([C:44]1[CH:49]=[CH:48][C:47]([N:50]=[C:51]=[O:52])=[CH:46][CH:45]=1)([CH3:43])[CH3:42].C[Si]([N-][Si](C)(C)C)(C)C.[Na+]. (5) Reactant: [S:1](Cl)(Cl)(=[O:3])=[O:2].C[N:7](C=O)C.[O:11]1[C:15]2[CH:16]=[CH:17][CH:18]=[CH:19][C:14]=2[O:13][CH2:12]1.Cl. Product: [O:11]1[C:15]2[CH:16]=[CH:17][C:18]([S:1]([NH2:7])(=[O:3])=[O:2])=[CH:19][C:14]=2[O:13][CH2:12]1. The catalyst class is: 408. (6) Reactant: [H-].[Na+].[C:3]1([OH:9])[CH:8]=[CH:7][CH:6]=[CH:5][CH:4]=1.Cl[C:11]1[C:16]([N+:17]([O-:19])=[O:18])=[C:15]([NH:20][CH2:21][C:22]([NH:25][C:26](=[O:28])[CH3:27])([CH3:24])[CH3:23])[C:14]([CH3:29])=[C:13]([CH3:30])[N:12]=1.CCOC(C)=O. Product: [CH3:30][C:13]1[C:14]([CH3:29])=[C:15]([NH:20][CH2:21][C:22]([NH:25][C:26](=[O:28])[CH3:27])([CH3:24])[CH3:23])[C:16]([N+:17]([O-:19])=[O:18])=[C:11]([O:9][C:3]2[CH:8]=[CH:7][CH:6]=[CH:5][CH:4]=2)[N:12]=1. The catalyst class is: 216. (7) Reactant: F[C:2]1[CH:7]=[CH:6][C:5]([N+:8]([O-:10])=[O:9])=[C:4]([O:11][CH3:12])[CH:3]=1.[OH:13][CH2:14][CH:15]1[CH2:20][CH2:19][N:18]([C:21](OC(C)(C)C)=O)[CH2:17][CH2:16]1.[H-].[Na+].F[C:31](F)(F)[C:32](O)=O.ICCC.C(=O)([O-])[O-].[K+].[K+]. Product: [CH3:12][O:11][C:4]1[CH:3]=[C:2]([O:13][CH2:14][CH:15]2[CH2:16][CH2:17][N:18]([CH2:21][CH2:31][CH3:32])[CH2:19][CH2:20]2)[CH:7]=[CH:6][C:5]=1[N+:8]([O-:10])=[O:9]. The catalyst class is: 39.